Dataset: Forward reaction prediction with 1.9M reactions from USPTO patents (1976-2016). Task: Predict the product of the given reaction. (1) Given the reactants [N+:1]([C:4]1[CH:9]=[CH:8][N:7]=[C:6]([N:10]2[CH2:14][CH2:13][CH2:12][CH2:11]2)[CH:5]=1)([O-])=O.C(Cl)Cl, predict the reaction product. The product is: [N:10]1([C:6]2[CH:5]=[C:4]([NH2:1])[CH:9]=[CH:8][N:7]=2)[CH2:11][CH2:12][CH2:13][CH2:14]1. (2) Given the reactants Cl[CH2:2][C:3]1[CH:8]=[CH:7][N:6]=[CH:5][CH:4]=1.[CH2:9]([N:16]1[C:24]2[C:19](=[CH:20][CH:21]=[C:22]([CH2:25][C:26]([OH:28])=[O:27])[CH:23]=2)[CH:18]=[CH:17]1)[C:10]1[CH:15]=[CH:14][CH:13]=[CH:12][CH:11]=1, predict the reaction product. The product is: [N:6]1[CH:7]=[CH:8][C:3]([CH2:2][N:16]2[C:24]3[C:19](=[CH:20][CH:21]=[C:22]([CH2:25][C:26]([OH:28])=[O:27])[CH:23]=3)[CH:18]=[CH:17]2)=[CH:4][CH:5]=1.[CH2:9]([N:16]1[C:24]2[C:19](=[CH:20][CH:21]=[C:22]([CH2:25][C:26]([OH:28])=[O:27])[CH:23]=2)[CH:18]=[CH:17]1)[C:10]1[CH:11]=[CH:12][CH:13]=[CH:14][CH:15]=1. (3) Given the reactants [C:1](=[O:14])([O-])[O:2][C:3]1[CH:8]=CC=C[C:4]=1C(C)(C)C.[C:15]1([CH2:23][NH2:24])[CH:20]=[CH:19][C:18]([CH2:21][NH2:22])=[CH:17][CH:16]=1.[CH2:25](O)C, predict the reaction product. The product is: [C:1]([NH:22][CH2:21][C:18]1[CH:19]=[CH:20][C:15]([CH2:23][NH2:24])=[CH:16][CH:17]=1)([O:2][C:3]([CH3:4])([CH3:8])[CH3:25])=[O:14].